This data is from Forward reaction prediction with 1.9M reactions from USPTO patents (1976-2016). The task is: Predict the product of the given reaction. Given the reactants [CH3:1][S:2][C:3]1[CH:8]=[CH:7][C:6]([CH2:9][C:10](=[O:14])[C:11]([OH:13])=[O:12])=[CH:5][CH:4]=1.N12CCCN=C1CCCC[CH2:16]2.IC.Cl, predict the reaction product. The product is: [CH3:1][S:2][C:3]1[CH:4]=[CH:5][C:6]([CH2:9][C:10](=[O:14])[C:11]([O:13][CH3:16])=[O:12])=[CH:7][CH:8]=1.